This data is from Full USPTO retrosynthesis dataset with 1.9M reactions from patents (1976-2016). The task is: Predict the reactants needed to synthesize the given product. (1) Given the product [Cl:1][C:2]1[CH:3]=[C:4]([N:8]2[C:12]([C:13]3[CH:18]=[CH:17][C:16]([O:19][CH3:20])=[C:15]([O:21][CH3:22])[CH:14]=3)=[CH:11][C:10]([C:23]([OH:25])=[O:24])=[N:9]2)[CH:5]=[CH:6][CH:7]=1, predict the reactants needed to synthesize it. The reactants are: [Cl:1][C:2]1[CH:3]=[C:4]([N:8]2[C:12]([C:13]3[CH:18]=[CH:17][C:16]([O:19][CH3:20])=[C:15]([O:21][CH3:22])[CH:14]=3)=[CH:11][C:10]([C:23]([O:25]CC)=[O:24])=[N:9]2)[CH:5]=[CH:6][CH:7]=1.[OH-].[K+]. (2) Given the product [OH:17][C:4]1[C:5]([CH3:16])([CH2:6][CH2:7][CH:8]([CH3:9])[CH3:10])[CH:11]2[N:12]([CH2:13][CH2:14][CH2:15]2)[C:34](=[O:35])[C:33]=1[C:28]1[NH:27][C:26]2[CH:37]=[CH:38][C:23]([NH:22][S:19]([CH3:18])(=[O:21])=[O:20])=[CH:24][C:25]=2[S:30](=[O:32])(=[O:31])[N:29]=1, predict the reactants needed to synthesize it. The reactants are: C(O[C:4](=[O:17])[C:5]([CH3:16])([CH:11]1[CH2:15][CH2:14][CH2:13][NH:12]1)[CH2:6][CH2:7][CH:8]([CH3:10])[CH3:9])C.[CH3:18][S:19]([NH:22][C:23]1[CH:38]=[CH:37][C:26]2[NH:27][C:28]([CH2:33][C:34](O)=[O:35])=[N:29][S:30](=[O:32])(=[O:31])[C:25]=2[CH:24]=1)(=[O:21])=[O:20].Cl.CN(C)CCCN=C=NCC.CN1CCOCC1.[H-].[Na+].Cl. (3) Given the product [C:22]1([NH:21][C:12]([CH:9]2[CH2:8][CH2:7][N:6]([C:2]3[S:1][CH:5]=[CH:4][CH:3]=3)[CH2:11][CH2:10]2)=[O:14])[C:31]2[C:26](=[CH:27][CH:28]=[CH:29][CH:30]=2)[CH:25]=[N:24][N:23]=1, predict the reactants needed to synthesize it. The reactants are: [S:1]1[CH:5]=[CH:4][CH:3]=[C:2]1[N:6]1[CH2:11][CH2:10][CH:9]([C:12]([OH:14])=O)[CH2:8][CH2:7]1.BrC1SC=CC=1.[NH2:21][C:22]1[C:31]2[C:26](=[CH:27][CH:28]=[CH:29][CH:30]=2)[CH:25]=[N:24][N:23]=1. (4) Given the product [OH:33][NH:32][C:20](=[O:21])/[CH:19]=[CH:18]/[C:13]1[CH:14]=[CH:15][CH:16]=[CH:17][C:12]=1[C:10]([NH:9][C:5]1[CH:6]=[CH:7][CH:8]=[C:3]([C:2]([F:24])([F:23])[F:1])[CH:4]=1)=[O:11], predict the reactants needed to synthesize it. The reactants are: [F:1][C:2]([F:24])([F:23])[C:3]1[CH:4]=[C:5]([NH:9][C:10]([C:12]2[CH:17]=[CH:16][CH:15]=[CH:14][C:13]=2/[CH:18]=[CH:19]/[C:20](O)=[O:21])=[O:11])[CH:6]=[CH:7][CH:8]=1.CN1CCOCC1.[NH2:32][OH:33].Cl.